From a dataset of Forward reaction prediction with 1.9M reactions from USPTO patents (1976-2016). Predict the product of the given reaction. (1) Given the reactants [F:1][C:2]1[CH:12]=[CH:11][C:5]([CH:6]=[CH:7][C:8]([OH:10])=[O:9])=[CH:4][CH:3]=1.[CH:13]12CC(C=C1)CC2CO.C1(C)C=CC=CC=1, predict the reaction product. The product is: [CH:2]12[CH2:6][CH:5]([CH:4]=[CH:3]1)[CH2:11][CH2:12]2.[CH3:13][C:4]1[CH:3]=[C:2]([F:1])[CH:12]=[CH:11][C:5]=1[CH:6]=[CH:7][C:8]([O-:10])=[O:9]. (2) The product is: [CH3:1][O:2][C:3]([C:5]1[CH:10]=[CH:9][CH:8]=[C:7]([S:21][CH:19]([CH3:20])[CH3:18])[N:6]=1)=[O:4]. Given the reactants [CH3:1][O:2][C:3]([C:5]1[CH:10]=[CH:9][CH:8]=[C:7](Br)[N:6]=1)=[O:4].C([O-])([O-])=O.[Cs+].[Cs+].[CH3:18][CH:19]([SH:21])[CH3:20], predict the reaction product. (3) Given the reactants [CH3:1][S:2](Cl)(=[O:4])=[O:3].[O:6]([C:13]1[N:18]=[N:17][C:16]([CH2:19][CH2:20][C:21]2[CH:30]=[CH:29][C:24]([O:25][CH2:26][CH2:27][OH:28])=[CH:23][CH:22]=2)=[CH:15][CH:14]=1)[C:7]1[CH:12]=[CH:11][CH:10]=[CH:9][CH:8]=1.C(N(CC)CC)C.O, predict the reaction product. The product is: [O:6]([C:13]1[N:18]=[N:17][C:16]([CH2:19][CH2:20][C:21]2[CH:22]=[CH:23][C:24]([O:25][CH2:26][CH2:27][O:28][S:2]([CH3:1])(=[O:4])=[O:3])=[CH:29][CH:30]=2)=[CH:15][CH:14]=1)[C:7]1[CH:8]=[CH:9][CH:10]=[CH:11][CH:12]=1. (4) The product is: [CH2:1]([N:8]1[C:9]2[CH:14]=[C:13]([F:15])[CH:12]=[CH:11][C:10]=2[N:16]=[C:17]1[C:19]1[CH:24]=[C:23]([CH3:25])[C:22](=[O:30])[N:21]([CH3:27])[CH:20]=1)[C:2]1[CH:7]=[CH:6][CH:5]=[CH:4][CH:3]=1. Given the reactants [CH2:1]([NH:8][C:9]1[CH:14]=[C:13]([F:15])[CH:12]=[CH:11][C:10]=1[NH:16][C:17]([C:19]1[CH:24]=[C:23]([CH3:25])[C:22](=C)[N:21]([CH3:27])[CH:20]=1)=O)[C:2]1[CH:7]=[CH:6][CH:5]=[CH:4][CH:3]=1.C(O)(=[O:30])C, predict the reaction product. (5) Given the reactants CC(C)([O-])C.[K+].[CH2:7]([NH2:12])[CH2:8][CH2:9][CH2:10][CH3:11].C[O:14][C:15]([C:17]1[N:18]=[CH:19][C:20]([N:23]2[CH2:28][CH2:27][N:26]([C:29](=[O:40])[C:30]3[CH:35]=[CH:34][CH:33]=[CH:32][C:31]=3[C:36]([F:39])([F:38])[F:37])[CH2:25][CH2:24]2)=[N:21][CH:22]=1)=O, predict the reaction product. The product is: [CH2:7]([NH:12][C:15]([C:17]1[N:18]=[CH:19][C:20]([N:23]2[CH2:24][CH2:25][N:26]([C:29](=[O:40])[C:30]3[CH:35]=[CH:34][CH:33]=[CH:32][C:31]=3[C:36]([F:39])([F:38])[F:37])[CH2:27][CH2:28]2)=[N:21][CH:22]=1)=[O:14])[CH2:8][CH2:9][CH2:10][CH3:11]. (6) Given the reactants C([O:3][C:4](=[O:24])[CH2:5][CH2:6][CH2:7][CH2:8][C:9]1[CH:13]=[C:12]([C:14]2[CH:19]=[CH:18][CH:17]=[CH:16][C:15]=2[NH:20][C:21](=[O:23])[CH3:22])[O:11][N:10]=1)C, predict the reaction product. The product is: [C:21]([NH:20][C:15]1[CH:16]=[CH:17][CH:18]=[CH:19][C:14]=1[C:12]1[O:11][N:10]=[C:9]([CH2:8][CH2:7][CH2:6][CH2:5][C:4]([OH:24])=[O:3])[CH:13]=1)(=[O:23])[CH3:22]. (7) Given the reactants C(=O)([O-])[O-].[Cs+].[Cs+].Cl[C:8]1[C:13]([CH3:14])=[C:12]([O:15][CH:16]2[CH2:21][CH2:20][N:19]([C:22]3[N:27]=[CH:26][CH:25]=[CH:24][N:23]=3)[CH2:18][CH2:17]2)[N:11]=[CH:10][N:9]=1.[CH3:28][C:29]1([CH3:42])[O:34][CH2:33][CH:32]([C:35]2[CH:40]=[CH:39][C:38]([OH:41])=[CH:37][CH:36]=2)[CH2:31][O:30]1, predict the reaction product. The product is: [CH3:28][C:29]1([CH3:42])[O:30][CH2:31][CH:32]([C:35]2[CH:40]=[CH:39][C:38]([O:41][C:8]3[C:13]([CH3:14])=[C:12]([O:15][CH:16]4[CH2:21][CH2:20][N:19]([C:22]5[N:27]=[CH:26][CH:25]=[CH:24][N:23]=5)[CH2:18][CH2:17]4)[N:11]=[CH:10][N:9]=3)=[CH:37][CH:36]=2)[CH2:33][O:34]1.